From a dataset of Catalyst prediction with 721,799 reactions and 888 catalyst types from USPTO. Predict which catalyst facilitates the given reaction. (1) Reactant: C(=O)([O-])[O-].[Cs+].[Cs+].F[C:8]1[CH:13]=[CH:12][C:11]([N+:14]([O-:16])=[O:15])=[CH:10][CH:9]=1.[N:17]1[CH:22]=[CH:21][CH:20]=[CH:19][C:18]=1[OH:23].O. Product: [N+:14]([C:11]1[CH:12]=[CH:13][C:8]([N:17]2[CH:22]=[CH:21][CH:20]=[CH:19][C:18]2=[O:23])=[CH:9][CH:10]=1)([O-:16])=[O:15]. The catalyst class is: 3. (2) Reactant: [Cl:1][C:2]1[CH:3]=[C:4]([CH2:14][N:15]2[C:19]([CH3:20])=[CH:18][C:17](C(O)=O)=[N:16]2)[C:5]2[O:9][C:8]([CH:10]([CH3:12])[CH3:11])=[CH:7][C:6]=2[CH:13]=1.C1(P(N=[N+]=[N-])(C2C=CC=CC=2)=[O:31])C=CC=CC=1.[CH3:41][Si:42]([CH3:47])([CH3:46])[CH2:43][CH2:44][OH:45].C([N:50]([CH2:53]C)CC)C. Product: [Cl:1][C:2]1[CH:3]=[C:4]([CH2:14][N:15]2[C:19]([CH3:20])=[CH:18][C:17]([NH:50][C:53](=[O:31])[O:45][CH2:44][CH2:43][Si:42]([CH3:47])([CH3:46])[CH3:41])=[N:16]2)[C:5]2[O:9][C:8]([CH:10]([CH3:12])[CH3:11])=[CH:7][C:6]=2[CH:13]=1. The catalyst class is: 11. (3) Reactant: [CH3:1][O-].[Na+].[N:4]#[C:5][NH2:6].[Cl:7][C:8]1[CH:13]=[C:12]([N:14]=[C:15]=[S:16])[CH:11]=[C:10]([Cl:17])[CH:9]=1.CI. Product: [C:5](/[N:6]=[C:15](\[S:16][CH3:1])/[NH:14][C:12]1[CH:13]=[C:8]([Cl:7])[CH:9]=[C:10]([Cl:17])[CH:11]=1)#[N:4]. The catalyst class is: 5. (4) Reactant: [OH:1][C:2]1[CH:37]=[CH:36][C:5]([CH2:6][N:7]([CH2:28][C:29]([O:31]C(C)(C)C)=[O:30])[C:8](=[O:27])[C:9]2[CH:14]=[CH:13][C:12]([NH:15][C:16](=[O:26])[CH2:17][C:18]3[CH:23]=[CH:22][C:21]([O:24][CH3:25])=[CH:20][CH:19]=3)=[CH:11][CH:10]=2)=[CH:4][CH:3]=1.[C:38]1([C:47]2[CH:52]=[CH:51][CH:50]=[CH:49][CH:48]=2)[CH:43]=[CH:42][C:41]([C:44](Cl)=[O:45])=[CH:40][CH:39]=1.C(O)(C(F)(F)F)=O. Product: [C:38]1([C:47]2[CH:48]=[CH:49][CH:50]=[CH:51][CH:52]=2)[CH:39]=[CH:40][C:41]([C:44]([O:1][C:2]2[CH:37]=[CH:36][C:5]([CH2:6][N:7]([CH2:28][C:29]([OH:31])=[O:30])[C:8](=[O:27])[C:9]3[CH:10]=[CH:11][C:12]([NH:15][C:16](=[O:26])[CH2:17][C:18]4[CH:23]=[CH:22][C:21]([O:24][CH3:25])=[CH:20][CH:19]=4)=[CH:13][CH:14]=3)=[CH:4][CH:3]=2)=[O:45])=[CH:42][CH:43]=1. The catalyst class is: 2. (5) Reactant: [Si]([O:8][CH2:9][C@@H:10]1[C@@H:14]([C:15]2[CH:20]=[CH:19][CH:18]=[C:17]([C:21]([F:24])([F:23])[F:22])[CH:16]=2)[CH2:13][N:12]([C:25](=[O:40])[CH2:26][CH2:27][CH2:28][CH2:29][C:30]([O:32][CH2:33][C:34]2[CH:39]=[CH:38][CH:37]=[CH:36][CH:35]=2)=[O:31])[CH2:11]1)(C(C)(C)C)(C)C.CCCC[N+](CCCC)(CCCC)CCCC.[F-]. Product: [OH:8][CH2:9][C@@H:10]1[C@@H:14]([C:15]2[CH:20]=[CH:19][CH:18]=[C:17]([C:21]([F:24])([F:23])[F:22])[CH:16]=2)[CH2:13][N:12]([C:25](=[O:40])[CH2:26][CH2:27][CH2:28][CH2:29][C:30]([O:32][CH2:33][C:34]2[CH:39]=[CH:38][CH:37]=[CH:36][CH:35]=2)=[O:31])[CH2:11]1. The catalyst class is: 1. (6) Reactant: [CH3:1][O:2][C:3]1[CH:8]=[CH:7][C:6]([C:9]2[NH:10][C:11]([NH:14][C:15](=[O:28])[C:16]([CH3:27])([S:18]([CH:21]3[CH2:26][CH2:25][O:24][CH2:23][CH2:22]3)(=[O:20])=[O:19])[CH3:17])=[N:12][N:13]=2)=[CH:5][CH:4]=1.[H-].[Na+].[CH3:31]I. Product: [CH3:1][O:2][C:3]1[CH:8]=[CH:7][C:6]([C:9]2[N:10]=[C:11]([NH:14][C:15](=[O:28])[C:16]([CH3:17])([S:18]([CH:21]3[CH2:26][CH2:25][O:24][CH2:23][CH2:22]3)(=[O:20])=[O:19])[CH3:27])[N:12]([CH3:31])[N:13]=2)=[CH:5][CH:4]=1. The catalyst class is: 1.